Predict the reactants needed to synthesize the given product. From a dataset of Full USPTO retrosynthesis dataset with 1.9M reactions from patents (1976-2016). (1) Given the product [Br:9][CH2:10][C:11]([NH:6][C:5]1[CH:7]=[CH:8][C:2]([Br:1])=[CH:3][CH:4]=1)=[O:12], predict the reactants needed to synthesize it. The reactants are: [Br:1][C:2]1[CH:8]=[CH:7][C:5]([NH2:6])=[CH:4][CH:3]=1.[Br:9][CH2:10][C:11](Br)=[O:12]. (2) Given the product [CH3:4][C:5]1[CH:9]=[C:8]([C:10]([O:12][CH2:13][CH3:14])=[O:11])[N:7]([C:16]2[CH:4]=[CH:5][C:9]3[C:18](=[CH:19][CH:20]=[C:10]([O:12][CH3:13])[CH:8]=3)[CH:17]=2)[N:6]=1.[CH3:4][C:5]1[N:15]([C:20]2[CH:4]=[CH:5][C:9]3[C:18](=[CH:17][CH:16]=[C:10]([O:12][CH3:13])[CH:8]=3)[CH:19]=2)[N:7]=[C:8]([C:10]([O:12][CH2:13][CH3:14])=[O:11])[CH:9]=1, predict the reactants needed to synthesize it. The reactants are: B(O)O.[CH3:4][C:5]1[CH:9]=[C:8]([C:10]([O:12][CH2:13][CH3:14])=[O:11])[NH:7][N:6]=1.[N:15]1[CH:20]=[CH:19][CH:18]=[CH:17][CH:16]=1. (3) The reactants are: [CH2:1]([CH:3]([C:6]1[C:10]([CH2:11][CH2:12][CH2:13][OH:14])=[CH:9][N:8]([C:15]2[CH:20]=[CH:19][C:18]([C:21]([F:24])([F:23])[F:22])=[CH:17][N:16]=2)[N:7]=1)[CH2:4][CH3:5])[CH3:2].O[C:26]1[C:31]([CH3:32])=[CH:30][CH:29]=[CH:28][C:27]=1[CH2:33][C:34]([O:36]C)=[O:35].C(P(CCCC)CCCC)CCC.N(C(N1CCCCC1)=O)=NC(N1CCCCC1)=O. Given the product [CH2:1]([CH:3]([C:6]1[C:10]([CH2:11][CH2:12][CH2:13][O:14][C:26]2[C:31]([CH3:32])=[CH:30][CH:29]=[CH:28][C:27]=2[CH2:33][C:34]([OH:36])=[O:35])=[CH:9][N:8]([C:15]2[CH:20]=[CH:19][C:18]([C:21]([F:23])([F:24])[F:22])=[CH:17][N:16]=2)[N:7]=1)[CH2:4][CH3:5])[CH3:2], predict the reactants needed to synthesize it. (4) Given the product [CH:38]([C:37]1[CH:33]=[CH:32][CH:30]=[C:31]2[C:28]=1[CH2:29][N:25]([C:18]([O:1][C@H:2]1[CH2:6][N:5]([C:7]([O:9][C:10]([CH3:11])([CH3:12])[CH3:13])=[O:8])[C@H:4]([C:14]([O:16][CH3:17])=[O:15])[CH2:3]1)=[O:19])[CH2:26]2)=[CH2:39], predict the reactants needed to synthesize it. The reactants are: [OH:1][C@H:2]1[CH2:6][N:5]([C:7]([O:9][C:10]([CH3:13])([CH3:12])[CH3:11])=[O:8])[C@H:4]([C:14]([O:16][CH3:17])=[O:15])[CH2:3]1.[C:18]([N:25]1[CH:29]=[CH:28]N=[CH:26]1)(N1C=CN=C1)=[O:19].[CH:30]([C:32]1C=[CH:39][CH:38]=[C:37]2[C:33]=1CNC2)=[CH2:31].S(=O)(=O)(O)[O-].[K+].